From a dataset of Reaction yield outcomes from USPTO patents with 853,638 reactions. Predict the reaction yield, written as a fraction of the theoretical maximum amount of product (1.0 means a 100% yield; for example, 0.34 means a 34% yield). (1) The reactants are [N:1]12[CH2:8][CH2:7][C:4]([C:9]([C:17]3[CH:22]=[CH:21][CH:20]=[CH:19][CH:18]=3)([C:11]3[CH:16]=[CH:15][CH:14]=[CH:13][CH:12]=3)[OH:10])([CH2:5][CH2:6]1)[CH2:3][CH2:2]2.[Br:23][CH2:24][CH2:25][O:26][CH2:27][CH2:28][O:29][CH3:30]. The catalyst is CC#N. The product is [Br-:23].[OH:10][C:9]([C:17]1[CH:22]=[CH:21][CH:20]=[CH:19][CH:18]=1)([C:11]1[CH:12]=[CH:13][CH:14]=[CH:15][CH:16]=1)[C:4]12[CH2:5][CH2:6][N+:1]([CH2:24][CH2:25][O:26][CH2:27][CH2:28][O:29][CH3:30])([CH2:2][CH2:3]1)[CH2:8][CH2:7]2. The yield is 0.788. (2) The reactants are [H-].[Na+].[CH3:3][O:4][C:5]([C:7]1([CH2:21][OH:22])[CH2:11][C:10](=[O:12])[N:9]([C:13]2[C:18]([CH3:19])=[CH:17][CH:16]=[CH:15][C:14]=2[CH3:20])[CH2:8]1)=[O:6].[CH3:23][O:24][C:25]1[CH:30]=[CH:29][C:28]([CH2:31]Cl)=[CH:27][CH:26]=1.[NH4+].[Cl-]. The catalyst is C1COCC1. The product is [CH3:3][O:4][C:5]([C:7]1([CH2:21][O:22][CH2:31][C:28]2[CH:29]=[CH:30][C:25]([O:24][CH3:23])=[CH:26][CH:27]=2)[CH2:11][C:10](=[O:12])[N:9]([C:13]2[C:18]([CH3:19])=[CH:17][CH:16]=[CH:15][C:14]=2[CH3:20])[CH2:8]1)=[O:6]. The yield is 0.540. (3) The reactants are [C:1]1([C@@H:7]([O:10][CH:11]2[CH2:16][CH2:15][CH2:14][CH2:13][O:12]2)[CH2:8][OH:9])[CH:6]=[CH:5][CH:4]=[CH:3][CH:2]=1.[C:17]([O:21][CH2:22][CH2:23][CH2:24][CH2:25][CH2:26][CH2:27][O:28][C:29]1[CH:48]=[CH:47][C:32]([C:33]([O:35][C:36]2[CH:46]=[CH:45][C:39]([CH:40]=[CH:41][C:42](O)=[O:43])=[CH:38][CH:37]=2)=[O:34])=[CH:31][CH:30]=1)(=[O:20])[CH:18]=[CH2:19]. The catalyst is ClCCl. The product is [O:12]1[CH2:13][CH2:14][CH2:15][CH2:16][CH:11]1[O:10][C@H:7]([C:1]1[CH:2]=[CH:3][CH:4]=[CH:5][CH:6]=1)[CH2:8][O:9][C:42](=[O:43])[CH:41]=[CH:40][C:39]1[CH:45]=[CH:46][C:36]([O:35][C:33](=[O:34])[C:32]2[CH:47]=[CH:48][C:29]([O:28][CH2:27][CH2:26][CH2:25][CH2:24][CH2:23][CH2:22][O:21][C:17](=[O:20])[CH:18]=[CH2:19])=[CH:30][CH:31]=2)=[CH:37][CH:38]=1. The yield is 0.990. (4) The reactants are [NH2:1][CH:2]1[CH2:6][CH2:5][N:4]([CH2:7][C:8]2[CH:13]=[CH:12][CH:11]=[CH:10][CH:9]=2)[CH2:3]1.Br[C:15]1[CH:16]=[C:17]2[C:21](=[C:22]([CH3:24])[CH:23]=1)[C:20](=[O:25])[N:19]([CH2:26][C:27]1[CH:32]=[CH:31][C:30]([O:33][C:34]([F:37])([F:36])[F:35])=[CH:29][CH:28]=1)[CH2:18]2.CC([O-])(C)C.[Na+].C1C=CC(P(C2C(C3C(P(C4C=CC=CC=4)C4C=CC=CC=4)=CC=C4C=3C=CC=C4)=C3C(C=CC=C3)=CC=2)C2C=CC=CC=2)=CC=1. The catalyst is C1(C)C=CC=CC=1.C1C=CC(/C=C/C(/C=C/C2C=CC=CC=2)=O)=CC=1.C1C=CC(/C=C/C(/C=C/C2C=CC=CC=2)=O)=CC=1.C1C=CC(/C=C/C(/C=C/C2C=CC=CC=2)=O)=CC=1.[Pd].[Pd].O. The product is [CH2:7]([N:4]1[CH2:5][CH2:6][CH:2]([NH:1][C:15]2[CH:16]=[C:17]3[C:21](=[C:22]([CH3:24])[CH:23]=2)[C:20](=[O:25])[N:19]([CH2:26][C:27]2[CH:32]=[CH:31][C:30]([O:33][C:34]([F:37])([F:36])[F:35])=[CH:29][CH:28]=2)[CH2:18]3)[CH2:3]1)[C:8]1[CH:13]=[CH:12][CH:11]=[CH:10][CH:9]=1. The yield is 0.700. (5) The catalyst is C(O)(=O)C. The reactants are [F:1][C:2]1[CH:9]=[CH:8][CH:7]=[C:4]([CH:5]=[O:6])[C:3]=1[OH:10].[N+:11]([O-])([OH:13])=[O:12]. The product is [F:1][C:2]1[C:3]([OH:10])=[C:4]([CH:7]=[C:8]([N+:11]([O-:13])=[O:12])[CH:9]=1)[CH:5]=[O:6]. The yield is 0.950. (6) The reactants are [F:1][C:2]([F:11])([F:10])[C:3]1[N:8]=[CH:7][C:6]([NH2:9])=[CH:5][CH:4]=1.[C:12]([O:16][C:17]([N:19]1[CH2:24][CH2:23][C:22]([C:28]#[N:29])([C:25](O)=[O:26])[CH2:21][CH2:20]1)=[O:18])([CH3:15])([CH3:14])[CH3:13].CN(C(ON1N=NC2C=CC=NC1=2)=[N+](C)C)C.F[P-](F)(F)(F)(F)F.CCN(C(C)C)C(C)C. The catalyst is CC(N(C)C)=O.CCOC(C)=O. The product is [C:28]([C:22]1([C:25](=[O:26])[NH:9][C:6]2[CH:7]=[N:8][C:3]([C:2]([F:1])([F:10])[F:11])=[CH:4][CH:5]=2)[CH2:23][CH2:24][N:19]([C:17]([O:16][C:12]([CH3:13])([CH3:14])[CH3:15])=[O:18])[CH2:20][CH2:21]1)#[N:29]. The yield is 0.421. (7) The reactants are Br[C:2]1[CH:3]=[CH:4][C:5]([C:8]([CH3:17])([CH3:16])[C:9]([NH:11][CH2:12][CH:13]([CH3:15])[CH3:14])=[O:10])=[N:6][CH:7]=1.CC1(C)C(C)(C)OB([C:26]2[CH:27]=[N:28][CH:29]=[C:30]([CH:33]=2)[C:31]#[N:32])O1. No catalyst specified. The product is [C:31]([C:30]1[CH:33]=[C:26]([C:2]2[CH:7]=[N:6][C:5]([C:8]([CH3:17])([CH3:16])[C:9]([NH:11][CH2:12][CH:13]([CH3:15])[CH3:14])=[O:10])=[CH:4][CH:3]=2)[CH:27]=[N:28][CH:29]=1)#[N:32]. The yield is 0.490. (8) The reactants are [F:1][C:2]1[CH:3]=[C:4]2[C:8](=[CH:9][CH:10]=1)[N:7]([NH:11][C:12]([C:14]1[C:15]([CH3:26])=[N:16][C:17]([C:20]3[CH:25]=[CH:24][CH:23]=[CH:22][N:21]=3)=[N:18][CH:19]=1)=[O:13])[CH:6]=[CH:5]2.C(C1C(=O)C(Cl)=C(Cl)[C:31](=[O:32])C=1C#N)#N. The catalyst is O.CCOC(C)=O. The product is [F:1][C:2]1[CH:3]=[C:4]2[C:8](=[CH:9][CH:10]=1)[N:7]([NH:11][C:12]([C:14]1[C:15]([CH3:26])=[N:16][C:17]([C:20]3[CH:25]=[CH:24][CH:23]=[CH:22][N:21]=3)=[N:18][CH:19]=1)=[O:13])[CH:6]=[C:5]2[CH:31]=[O:32]. The yield is 0.430. (9) The reactants are BrC1C=CC(OCOCC[Si](C)(C)C)=CC=1C.CO[C:20]1[C:21]([O:30][CH2:31][O:32][CH2:33][CH2:34][Si:35]([CH3:38])([CH3:37])[CH3:36])=[CH:22][C:23]([CH3:29])=[C:24]([B:26]([OH:28])[OH:27])[CH:25]=1. No catalyst specified. The product is [CH3:29][C:23]1[CH:22]=[C:21]([O:30][CH2:31][O:32][CH2:33][CH2:34][Si:35]([CH3:36])([CH3:38])[CH3:37])[CH:20]=[CH:25][C:24]=1[B:26]([OH:28])[OH:27]. The yield is 0.520.